Predict the product of the given reaction. From a dataset of Forward reaction prediction with 1.9M reactions from USPTO patents (1976-2016). Given the reactants [CH:1]([NH:4][CH2:5][C:6]1[CH:7]=[C:8]([C:12]2[CH:17]=[C:16]([N+:18]([O-])=O)[CH:15]=[CH:14][C:13]=2[O:21][CH3:22])[CH:9]=[CH:10][CH:11]=1)([CH3:3])[CH3:2], predict the reaction product. The product is: [CH:1]([NH:4][CH2:5][C:6]1[CH:7]=[C:8]([C:12]2[CH:17]=[C:16]([CH:15]=[CH:14][C:13]=2[O:21][CH3:22])[NH2:18])[CH:9]=[CH:10][CH:11]=1)([CH3:3])[CH3:2].